This data is from Reaction yield outcomes from USPTO patents with 853,638 reactions. The task is: Predict the reaction yield, written as a fraction of the theoretical maximum amount of product (1.0 means a 100% yield; for example, 0.34 means a 34% yield). (1) The catalyst is CS(C)=O. The yield is 0.458. The product is [CH3:21][O:20][C:17]1[CH:18]=[CH:19][C:14]([N:13]2[C:9]([C:6]3[CH:7]=[CH:8][C:3]([O:2][CH3:1])=[CH:4][CH:5]=3)=[N:10][C:11]([O:22][CH2:30][C:31]([F:34])([F:33])[F:32])=[N:12]2)=[CH:15][N:16]=1. The reactants are [CH3:1][O:2][C:3]1[CH:8]=[CH:7][C:6]([C:9]2[N:13]([C:14]3[CH:15]=[N:16][C:17]([O:20][CH3:21])=[CH:18][CH:19]=3)[N:12]=[C:11]([OH:22])[N:10]=2)=[CH:5][CH:4]=1.C(=O)([O-])[O-].[K+].[K+].I[CH2:30][C:31]([F:34])([F:33])[F:32].C(OCC)(=O)C. (2) The reactants are Cl[C:2]1[C:7]([CH2:8][N:9]2[C:30](=[O:31])[N:12]3[CH:13]=[CH:14][C:15]([C:23]4[CH:28]=[CH:27][C:26]([Cl:29])=[CH:25][CH:24]=4)=[C:16]([C:17]4[CH:22]=[CH:21][N:20]=[CH:19][CH:18]=4)[C:11]3=[N:10]2)=[CH:6][CH:5]=[C:4]([C:32]([F:35])([F:34])[F:33])[N:3]=1.[CH3:36][N:37](C=O)C. The catalyst is O.C1C=CC(P(C2C=CC=CC=2)[C-]2C=CC=C2)=CC=1.C1C=CC(P(C2C=CC=CC=2)[C-]2C=CC=C2)=CC=1.[Fe+2].[C-]#N.[Zn+2].[C-]#N. The product is [Cl:29][C:26]1[CH:27]=[CH:28][C:23]([C:15]2[CH:14]=[CH:13][N:12]3[C:30](=[O:31])[N:9]([CH2:8][C:7]4[C:2]([C:36]#[N:37])=[N:3][C:4]([C:32]([F:34])([F:33])[F:35])=[CH:5][CH:6]=4)[N:10]=[C:11]3[C:16]=2[C:17]2[CH:22]=[CH:21][N:20]=[CH:19][CH:18]=2)=[CH:24][CH:25]=1. The yield is 0.690. (3) The reactants are [Cl:1][C:2]1[CH:7]=[CH:6][C:5]([C:8]2[S:12][C:11]([C:13](O)=[O:14])=[C:10]([CH:16]=O)[CH:9]=2)=[CH:4][CH:3]=1.O.[NH2:19][NH2:20].Cl.C([O-])(O)=O.[Na+]. The catalyst is C(O)C. The product is [Cl:1][C:2]1[CH:7]=[CH:6][C:5]([C:8]2[S:12][C:11]3[C:13](=[O:14])[NH:19][N:20]=[CH:16][C:10]=3[CH:9]=2)=[CH:4][CH:3]=1. The yield is 0.710. (4) The reactants are CN(C=O)C.[CH3:6][O:7][C:8]([CH2:10]P(OC)(OC)=O)=[O:9].[H-].[Na+].[CH2:19]1[O:29][C:22]2([CH2:27][CH2:26][C:25](=O)[CH2:24][CH2:23]2)[O:21][CH2:20]1. The catalyst is [Cl-].[NH4+]. The product is [CH3:6][O:7][C:8](=[O:9])[CH:10]=[C:25]1[CH2:26][CH2:27][C:22]2([O:29][CH2:19][CH2:20][O:21]2)[CH2:23][CH2:24]1. The yield is 0.870.